Dataset: Forward reaction prediction with 1.9M reactions from USPTO patents (1976-2016). Task: Predict the product of the given reaction. (1) The product is: [Cl:8][CH2:7][CH:6]([C:5]1[CH:10]=[CH:11][C:2]([Cl:1])=[CH:3][CH:4]=1)[OH:9]. Given the reactants [Cl:1][C:2]1[CH:11]=[CH:10][C:5]([C:6](=[O:9])[CH2:7][Cl:8])=[CH:4][CH:3]=1.C(=O)([O-])O.[Na+].[BH4-].[Na+].Cl, predict the reaction product. (2) Given the reactants [H-].[Na+].O[C:4]12[CH2:13][CH:8]3[CH2:9][CH:10]([CH2:12][CH:6]([CH2:7]3)[C:5]1=[O:14])[CH2:11]2.C(Br)C.C1C[O:21][CH2:20][CH2:19]1, predict the reaction product. The product is: [CH2:20]([O:21][C:10]12[CH2:12][CH:6]3[CH2:7][CH:8]([CH2:13][CH:4]([C:5]3=[O:14])[CH2:11]1)[CH2:9]2)[CH3:19].